Predict the product of the given reaction. From a dataset of Forward reaction prediction with 1.9M reactions from USPTO patents (1976-2016). (1) Given the reactants FC(F)(F)C(O)=O.[CH3:8][S:9]([C:12]1[CH:27]=[CH:26][C:15]2[N:16]([CH:20]3[CH2:25][CH2:24][NH:23][CH2:22][CH2:21]3)[C:17](=[O:19])[NH:18][C:14]=2[CH:13]=1)(=[O:11])=[O:10].Cl[CH2:29][C:30]([CH:32]1[CH2:37][CH2:36][CH:35]([CH3:38])[CH2:34][CH2:33]1)=[O:31], predict the reaction product. The product is: [CH3:38][CH:35]1[CH2:36][CH2:37][CH:32]([C:30](=[O:31])[CH2:29][N:23]2[CH2:22][CH2:21][CH:20]([N:16]3[C:15]4[CH:26]=[CH:27][C:12]([S:9]([CH3:8])(=[O:10])=[O:11])=[CH:13][C:14]=4[NH:18][C:17]3=[O:19])[CH2:25][CH2:24]2)[CH2:33][CH2:34]1. (2) Given the reactants [Si]([O:8][CH2:9][C:10]1([NH:15][C:16](=[O:22])[O:17][C:18]([CH3:21])([CH3:20])[CH3:19])[CH2:13][CH:12]([OH:14])[CH2:11]1)(C(C)(C)C)(C)C.[CH3:23]N(C1C2C(N(C)C)=CC=CC=2C=CC=1)C.C[O+](C)C, predict the reaction product. The product is: [OH:8][CH2:9][C:10]1([NH:15][C:16](=[O:22])[O:17][C:18]([CH3:21])([CH3:20])[CH3:19])[CH2:13][CH:12]([O:14][CH3:23])[CH2:11]1. (3) Given the reactants F[C:2]1[N:7]=[CH:6][C:5]([C:8]2[C:9]([CH3:27])=[N:10][CH:11]=[C:12]([NH:14][C:15](=[O:26])[C:16]3[CH:21]=[CH:20][CH:19]=[C:18]([C:22]([F:25])([F:24])[F:23])[CH:17]=3)[CH:13]=2)=[CH:4][C:3]=1[N:28]1[CH2:33][CH2:32][O:31][CH2:30][CH2:29]1.[O:34]([CH2:38][CH2:39][OH:40])[CH2:35][CH2:36][OH:37].[H-].[Na+], predict the reaction product. The product is: [OH:37][CH2:36][CH2:35][O:34][CH2:38][CH2:39][O:40][C:2]1[N:7]=[CH:6][C:5]([C:8]2[C:9]([CH3:27])=[N:10][CH:11]=[C:12]([NH:14][C:15](=[O:26])[C:16]3[CH:21]=[CH:20][CH:19]=[C:18]([C:22]([F:23])([F:25])[F:24])[CH:17]=3)[CH:13]=2)=[CH:4][C:3]=1[N:28]1[CH2:29][CH2:30][O:31][CH2:32][CH2:33]1.